Task: Predict the reaction yield, written as a fraction of the theoretical maximum amount of product (1.0 means a 100% yield; for example, 0.34 means a 34% yield).. Dataset: Reaction yield outcomes from USPTO patents with 853,638 reactions The reactants are [C:1]([O:5][C:6](=[O:54])[NH:7][C@H:8]([C:47]1[CH:52]=[CH:51][CH:50]=[CH:49][C:48]=1[OH:53])[CH2:9][N:10]1[C:15](=[O:16])[C:14]([N:17]2[CH2:22][CH2:21][N:20]([CH2:23][C:24]3[O:25][C:26]([C:29]([F:32])([F:31])[F:30])=[CH:27][CH:28]=3)[CH2:19][CH2:18]2)=[C:13]([CH3:33])[N:12]([CH2:34][C:35]2[C:40]([C:41]([F:44])([F:43])[F:42])=[CH:39][CH:38]=[CH:37][C:36]=2[F:45])[C:11]1=[O:46])([CH3:4])([CH3:3])[CH3:2].C(=O)([O-])[O-].[K+].[K+].[C:61]([O:65][C:66](=[O:69])[CH2:67]Br)([CH3:64])([CH3:63])[CH3:62]. The product is [C:61]([O:65][C:66](=[O:69])[CH2:67][O:53][C:48]1[CH:49]=[CH:50][CH:51]=[CH:52][C:47]=1[C@@H:8]([NH:7][C:6]([O:5][C:1]([CH3:2])([CH3:3])[CH3:4])=[O:54])[CH2:9][N:10]1[C:15](=[O:16])[C:14]([N:17]2[CH2:18][CH2:19][N:20]([CH2:23][C:24]3[O:25][C:26]([C:29]([F:30])([F:31])[F:32])=[CH:27][CH:28]=3)[CH2:21][CH2:22]2)=[C:13]([CH3:33])[N:12]([CH2:34][C:35]2[C:40]([C:41]([F:43])([F:44])[F:42])=[CH:39][CH:38]=[CH:37][C:36]=2[F:45])[C:11]1=[O:46])([CH3:64])([CH3:63])[CH3:62]. The yield is 0.440. The catalyst is CN(C=O)C.ClCCl.